From a dataset of Reaction yield outcomes from USPTO patents with 853,638 reactions. Predict the reaction yield, written as a fraction of the theoretical maximum amount of product (1.0 means a 100% yield; for example, 0.34 means a 34% yield). (1) The reactants are [N:1]1([C:7]([O:9][C:10]([CH3:13])([CH3:12])[CH3:11])=[O:8])[CH2:6][CH2:5][NH:4][CH2:3][CH2:2]1.Br[C:15]1[CH:16]=[CH:17][C:18]2[N:19]([C:21]([C:24]([F:27])([F:26])[F:25])=[N:22][N:23]=2)[CH:20]=1.C1(P(C2C=CC=CC=2)C2C=CC3C(=CC=CC=3)C=2C2C3C(=CC=CC=3)C=CC=2P(C2C=CC=CC=2)C2C=CC=CC=2)C=CC=CC=1.CC(C)([O-])C.[Na+]. The catalyst is C1C=CC(/C=C/C(/C=C/C2C=CC=CC=2)=O)=CC=1.C1C=CC(/C=C/C(/C=C/C2C=CC=CC=2)=O)=CC=1.[Pd]. The product is [F:27][C:24]([F:25])([F:26])[C:21]1[N:19]2[CH:20]=[C:15]([N:4]3[CH2:5][CH2:6][N:1]([C:7]([O:9][C:10]([CH3:13])([CH3:12])[CH3:11])=[O:8])[CH2:2][CH2:3]3)[CH:16]=[CH:17][C:18]2=[N:23][N:22]=1. The yield is 0.662. (2) The reactants are [CH3:1][C:2]1[C:3]([C:9]2[O:13][N:12]=[C:11]([C:14]([F:17])([F:16])[F:15])[N:10]=2)=[C:4]([NH2:8])[S:5][C:6]=1[CH3:7].Cl[C:19](Cl)([O:21]C(=O)OC(Cl)(Cl)Cl)Cl. The catalyst is C1COCC1. The product is [N:8]([C:4]1[S:5][C:6]([CH3:7])=[C:2]([CH3:1])[C:3]=1[C:9]1[O:13][N:12]=[C:11]([C:14]([F:16])([F:17])[F:15])[N:10]=1)=[C:19]=[O:21]. The yield is 0.980. (3) The yield is 0.710. The catalyst is C1(C)C=CC=CC=1. The product is [Br:10][C:11]1[C:12]([N:27]2[CH2:32][CH2:31][CH:30]([C:33]3[CH:38]=[CH:37][CH:36]=[CH:35][CH:34]=3)[CH2:29][CH2:28]2)=[C:13]([C@H:19]([OH:26])[C:20]([O:22][CH:23]([CH3:25])[CH3:24])=[O:21])[C:14]([CH3:18])=[N:15][C:16]=1[CH3:17]. The reactants are O1C2C=CC=CC=2OB1.[Br:10][C:11]1[C:12]([N:27]2[CH2:32][CH2:31][CH:30]([C:33]3[CH:38]=[CH:37][CH:36]=[CH:35][CH:34]=3)[CH2:29][CH2:28]2)=[C:13]([C:19](=[O:26])[C:20]([O:22][CH:23]([CH3:25])[CH3:24])=[O:21])[C:14]([CH3:18])=[N:15][C:16]=1[CH3:17].CB1N2CCC[C@@H]2C(C2C=CC=CC=2)(C2C=CC=CC=2)O1. (4) The catalyst is C(#N)C. The reactants are Cl[CH2:2][CH2:3][CH2:4][CH2:5][N:6]1[C:10]2[CH:11]=[C:12]([CH3:16])[C:13]([CH3:15])=[CH:14][C:9]=2[N:8]=[N:7]1.[F:17][C:18]([F:32])([F:31])[C:19]1[CH:20]=[C:21]([N:25]2[CH2:30][CH2:29][NH:28][CH2:27][CH2:26]2)[CH:22]=[CH:23][CH:24]=1.C(N(C(C)C)CC)(C)C.[I-].[K+]. The product is [CH3:15][C:13]1[C:12]([CH3:16])=[CH:11][C:10]2[N:6]([CH2:5][CH2:4][CH2:3][CH2:2][N:28]3[CH2:27][CH2:26][N:25]([C:21]4[CH:22]=[CH:23][CH:24]=[C:19]([C:18]([F:31])([F:32])[F:17])[CH:20]=4)[CH2:30][CH2:29]3)[N:7]=[N:8][C:9]=2[CH:14]=1. The yield is 0.703. (5) The reactants are [CH3:1][C:2]1[S:6][C:5]([C:7](Cl)=[O:8])=[CH:4][CH:3]=1.[NH2:10][C:11]1[S:12][C:13]2[C:19]([N:20]3[CH2:25][CH2:24][O:23][CH2:22][CH2:21]3)=[CH:18][CH:17]=[C:16]([O:26][CH3:27])[C:14]=2[N:15]=1. No catalyst specified. The product is [CH3:27][O:26][C:16]1[C:14]2[N:15]=[C:11]([NH:10][C:7]([C:5]3[S:6][C:2]([CH3:1])=[CH:3][CH:4]=3)=[O:8])[S:12][C:13]=2[C:19]([N:20]2[CH2:25][CH2:24][O:23][CH2:22][CH2:21]2)=[CH:18][CH:17]=1. The yield is 0.970.